From a dataset of Catalyst prediction with 721,799 reactions and 888 catalyst types from USPTO. Predict which catalyst facilitates the given reaction. (1) Reactant: [F:1][C:2]1[C:7]2[C:8]([C:18](=[O:21])[NH:19][CH3:20])=[C:9]([C:11]3[CH:16]=[CH:15][C:14]([F:17])=[CH:13][CH:12]=3)[O:10][C:6]=2[CH:5]=[CH:4][C:3]=1[C:22]1[C:23]([CH3:34])=[CH:24][C:25]([O:32][CH3:33])=[C:26]([CH:31]=1)[C:27]([O:29]C)=[O:28].CO.[OH-].[Na+].Cl. Product: [F:1][C:2]1[C:7]2[C:8]([C:18](=[O:21])[NH:19][CH3:20])=[C:9]([C:11]3[CH:16]=[CH:15][C:14]([F:17])=[CH:13][CH:12]=3)[O:10][C:6]=2[CH:5]=[CH:4][C:3]=1[C:22]1[C:23]([CH3:34])=[CH:24][C:25]([O:32][CH3:33])=[C:26]([CH:31]=1)[C:27]([OH:29])=[O:28]. The catalyst class is: 90. (2) Reactant: [C:1]([C:3]1[CH:8]=[CH:7][C:6]([NH:9][C:10]([CH:12]2[NH:16][CH:15]([CH2:17][C:18]([CH3:21])([CH3:20])[CH3:19])[C:14]3([C:29]4[C:24](=[CH:25][C:26]([Cl:30])=[CH:27][CH:28]=4)[NH:23][C:22]3=[O:31])[CH:13]2[C:32]2[CH:37]=[CH:36][CH:35]=[C:34]([Cl:38])[C:33]=2[F:39])=[O:11])=[C:5]([O:40][CH3:41])[CH:4]=1)#[N:2].[OH:42]O.[OH-].[Na+]. Product: [C:1]([C:3]1[CH:8]=[CH:7][C:6]([NH:9][C:10]([CH:12]2[NH:16][CH:15]([CH2:17][C:18]([CH3:21])([CH3:20])[CH3:19])[C:14]3([C:29]4[C:24](=[CH:25][C:26]([Cl:30])=[CH:27][CH:28]=4)[NH:23][C:22]3=[O:31])[CH:13]2[C:32]2[CH:37]=[CH:36][CH:35]=[C:34]([Cl:38])[C:33]=2[F:39])=[O:11])=[C:5]([O:40][CH3:41])[CH:4]=1)(=[O:42])[NH2:2]. The catalyst class is: 16. (3) Reactant: CC(C)C([O:5][C@@H:6]1[C@@H:10]([CH2:11][O:12]C(=O)C(C)C)[O:9][C@@H:8]([N:18]2[C:22]3[N:23]=[C:24]([NH:29]C=O)[N:25]=[C:26]([O:27]C)[C:21]=3[C:20]([Cl:32])=[C:19]2[Cl:33])[CH2:7]1)=O.CC(O)=O. Product: [NH2:29][C:24]1[NH:25][C:26](=[O:27])[C:21]2[C:20]([Cl:32])=[C:19]([Cl:33])[N:18]([C@@H:8]3[O:9][C@H:10]([CH2:11][OH:12])[C@@H:6]([OH:5])[CH2:7]3)[C:22]=2[N:23]=1. The catalyst class is: 74. (4) Reactant: CO[C:3](=[O:23])[CH2:4][CH2:5][N:6]1[CH:14]=[N:13][C:12]2[C:11](=[O:15])[N:10]([CH2:16][C:17]3[CH:22]=[CH:21][CH:20]=[CH:19][CH:18]=3)[CH:9]=[N:8][C:7]1=2.[N:24]1([CH2:30][CH2:31][CH2:32][NH2:33])[CH2:29][CH2:28][O:27][CH2:26][CH2:25]1. Product: [CH2:16]([N:10]1[C:11](=[O:15])[C:12]2[N:13]=[CH:14][N:6]([CH2:5][CH2:4][C:3]([NH:33][CH2:32][CH2:31][CH2:30][N:24]3[CH2:29][CH2:28][O:27][CH2:26][CH2:25]3)=[O:23])[C:7]=2[N:8]=[CH:9]1)[C:17]1[CH:18]=[CH:19][CH:20]=[CH:21][CH:22]=1. The catalyst class is: 10. (5) The catalyst class is: 9. Product: [CH3:28][N:18]1[C:19]([C:23]([F:26])([F:25])[F:24])=[CH:20][C:21](=[O:22])[N:16]([C:13]2[CH:14]=[CH:15][C:10]3[S:9][N:8]=[C:7]([C:3]4[N:2]([CH3:1])[CH:6]=[CH:5][CH:4]=4)[C:11]=3[CH:12]=2)[C:17]1=[O:27]. Reactant: [CH3:1][N:2]1[CH:6]=[CH:5][CH:4]=[C:3]1[C:7]1[C:11]2[CH:12]=[C:13]([N:16]3[C:21](=[O:22])[CH:20]=[C:19]([C:23]([F:26])([F:25])[F:24])[NH:18][C:17]3=[O:27])[CH:14]=[CH:15][C:10]=2[S:9][N:8]=1.[C:28](=O)([O-])[O-].[K+].[K+].IC. (6) Reactant: [Cl:1][C:2]1[N:3]=[C:4]([NH:18][CH2:19][CH2:20][CH3:21])[C:5]2[N:6]=[C:7]([NH:16][CH3:17])[N:8]=[C:9]([NH:12][CH2:13][CH2:14][CH3:15])[C:10]=2[N:11]=1.[Cl:22][C:23]1[C:24]([CH3:31])=[C:25]([CH:28]=[CH:29][CH:30]=1)[CH2:26][NH2:27].C([O-])(O)=O.[Na+]. Product: [ClH:1].[Cl:22][C:23]1[C:24]([CH3:31])=[C:25]([CH:28]=[CH:29][CH:30]=1)[CH2:26][NH:27][C:2]1[N:3]=[C:4]([NH:18][CH2:19][CH2:20][CH3:21])[C:5]2[N:6]=[C:7]([NH:16][CH3:17])[N:8]=[C:9]([NH:12][CH2:13][CH2:14][CH3:15])[C:10]=2[N:11]=1. The catalyst class is: 51. (7) Reactant: Cl[C:2]1[C:11]2=[N:12][N:13](CC3C=CC(OC)=CC=3)[CH:14]=[C:10]2[C:9]2[CH:8]=[C:7]([O:24][CH3:25])[CH:6]=[CH:5][C:4]=2[N:3]=1.[NH2:26][C:27]1[CH:34]=[CH:33][C:30]([C:31]#[N:32])=[CH:29][CH:28]=1.Cl. Product: [CH3:25][O:24][C:7]1[CH:6]=[CH:5][C:4]2[N:3]=[C:2]([NH:26][C:27]3[CH:34]=[CH:33][C:30]([C:31]#[N:32])=[CH:29][CH:28]=3)[C:11]3=[N:12][NH:13][CH:14]=[C:10]3[C:9]=2[CH:8]=1. The catalyst class is: 71.